From a dataset of Full USPTO retrosynthesis dataset with 1.9M reactions from patents (1976-2016). Predict the reactants needed to synthesize the given product. (1) The reactants are: [CH2:1]([O:8][CH2:9][C@@H:10]([OH:12])[CH3:11])[C:2]1[CH:7]=[CH:6][CH:5]=[CH:4][CH:3]=1.[H-].[Na+].[CH3:15]I.[Cl-].[NH4+]. Given the product [CH3:15][O:12][C@@H:10]([CH3:11])[CH2:9][O:8][CH2:1][C:2]1[CH:7]=[CH:6][CH:5]=[CH:4][CH:3]=1, predict the reactants needed to synthesize it. (2) Given the product [C:1]([C:3]1[CH:4]=[CH:5][C:6]([C:9]2[N:13]3[CH:14]=[C:15]([C:19]4[CH:27]=[CH:26][C:22]([C:23]([OH:25])=[O:24])=[CH:21][CH:20]=4)[C:16]([CH3:18])=[CH:17][C:12]3=[N:11][CH:10]=2)=[CH:7][CH:8]=1)#[N:2], predict the reactants needed to synthesize it. The reactants are: [C:1]([C:3]1[CH:8]=[CH:7][C:6]([C:9]2[N:13]3[CH:14]=[C:15]([C:19]4[CH:27]=[CH:26][C:22]([C:23]([O-:25])=[O:24])=[CH:21][CH:20]=4)[C:16]([CH3:18])=[CH:17][C:12]3=[N:11][CH:10]=2)=[CH:5][CH:4]=1)#[N:2].[Li+].[OH-]. (3) Given the product [CH3:14][CH2:15][O:12][C:10]([CH3:2])=[O:11].[CH3:19][CH2:20][CH2:15][CH2:16][CH2:17][CH3:18], predict the reactants needed to synthesize it. The reactants are: N1C2C(=CC=CC=2)C=[C:2]1[C:10]([O-:12])=[O:11].Cl[CH2:14][C:15]1[CH:20]=[C:19](C(F)(F)F)[CH:18]=[C:17](OCCOC)[CH:16]=1. (4) Given the product [CH2:8]([Sn:17]([CH2:18][CH2:7][CH2:5][CH3:6])([CH2:13][CH2:14][CH2:15][CH3:16])[CH2:27][O:28][CH2:29][Sn:17]([CH2:13][CH2:14][CH2:15][CH3:16])([CH2:18][CH2:19][CH2:20][CH3:21])[CH2:22][CH2:23][CH2:24][CH3:25])[CH2:9][CH2:10][CH3:11], predict the reactants needed to synthesize it. The reactants are: C(N[CH:5]([CH3:7])[CH3:6])(C)C.[CH2:8]([Li])[CH2:9][CH2:10][CH3:11].[CH2:13]([SnH:17]([CH2:22][CH2:23][CH2:24][CH3:25])[CH2:18][CH2:19][CH2:20][CH3:21])[CH2:14][CH2:15][CH3:16].I[CH2:27][O:28][CH2:29]I. (5) Given the product [Cl:11][C:12]1[CH:17]=[CH:16][C:15]([NH:18][C:2]2[CH:7]=[CH:6][CH:5]=[CH:4][C:3]=2[N+:8]([O-:10])=[O:9])=[CH:14][CH:13]=1, predict the reactants needed to synthesize it. The reactants are: F[C:2]1[CH:7]=[CH:6][CH:5]=[CH:4][C:3]=1[N+:8]([O-:10])=[O:9].[Cl:11][C:12]1[CH:17]=[CH:16][C:15]([NH2:18])=[CH:14][CH:13]=1.C([O-])([O-])=O.[K+].[K+].[F-].[K+]. (6) Given the product [C:17]1([S:23]([N:12]2[C:13]3[C:9](=[CH:8][C:7]([F:6])=[CH:15][C:14]=3[F:16])[C:10]([I:1])=[CH:11]2)(=[O:25])=[O:24])[CH:22]=[CH:21][CH:20]=[CH:19][CH:18]=1, predict the reactants needed to synthesize it. The reactants are: [I:1]Cl.C(Cl)Cl.[F:6][C:7]1[CH:8]=[C:9]2[C:13](=[C:14]([F:16])[CH:15]=1)[NH:12][CH:11]=[CH:10]2.[C:17]1([S:23](Cl)(=[O:25])=[O:24])[CH:22]=[CH:21][CH:20]=[CH:19][CH:18]=1. (7) Given the product [C:1]([O:5][C@@H:6]([C:12]1[C:21]([CH3:22])=[CH:20][C:19]2[C:14](=[CH:15][CH:16]=[C:17]([C:23]#[C:24][CH:25]3[CH2:26][CH2:27]3)[CH:18]=2)[C:13]=1[O:28][S:38]([C:37]([F:50])([F:49])[F:36])(=[O:40])=[O:39])[C:7]([O:9][CH2:10][CH3:11])=[O:8])([CH3:2])([CH3:3])[CH3:4], predict the reactants needed to synthesize it. The reactants are: [C:1]([O:5][CH:6]([C:12]1[C:21]([CH3:22])=[CH:20][C:19]2[C:14](=[CH:15][CH:16]=[C:17]([C:23]#[C:24][CH:25]3[CH2:27][CH2:26]3)[CH:18]=2)[C:13]=1[OH:28])[C:7]([O:9][CH2:10][CH3:11])=[O:8])([CH3:4])([CH3:3])[CH3:2].C(N(CC)CC)C.[F:36][C:37]([F:50])([F:49])[S:38](O[S:38]([C:37]([F:50])([F:49])[F:36])(=[O:40])=[O:39])(=[O:40])=[O:39]. (8) Given the product [CH2:33]([N:28]1[C:29]2[C:25](=[CH:24][C:23]([O:22][C:19]3[CH:18]=[CH:17][N:16]=[C:15]4[CH:14]=[C:13]([C:11]([N:7]5[CH2:8][CH2:9][CH2:10][C@@H:6]5[CH2:5][O:4][CH3:3])=[O:12])[S:21][C:20]=34)=[CH:31][CH:30]=2)[CH:26]=[C:27]1[CH3:32])[CH3:34], predict the reactants needed to synthesize it. The reactants are: [H-].[Na+].[CH3:3][O:4][CH2:5][C@H:6]1[CH2:10][CH2:9][CH2:8][N:7]1[C:11]([C:13]1[S:21][C:20]2[C:15](=[N:16][CH:17]=[CH:18][C:19]=2[O:22][C:23]2[CH:24]=[C:25]3[C:29](=[CH:30][CH:31]=2)[NH:28][C:27]([CH3:32])=[CH:26]3)[CH:14]=1)=[O:12].[CH2:33](I)[CH3:34].